Predict the reactants needed to synthesize the given product. From a dataset of Full USPTO retrosynthesis dataset with 1.9M reactions from patents (1976-2016). (1) Given the product [OH:2][C:3]1[CH:8]=[C:7]([OH:9])[CH:6]=[CH:5][C:4]=1[C:11](=[O:23])[CH:12]([C:13]1[CH:22]=[CH:21][C:16]([C:17]([OH:19])=[O:18])=[CH:15][CH:14]=1)[CH3:26].[CH3:1][O:2][C:3]1[CH:8]=[C:7]([O:9][CH3:10])[CH:6]=[CH:5][C:4]=1[C:11](=[O:23])[CH:12]([C:13]1[CH:14]=[CH:15][C:16]([C:17]([O:19][CH3:20])=[O:18])=[CH:21][CH:22]=1)[CH3:26], predict the reactants needed to synthesize it. The reactants are: [CH3:1][O:2][C:3]1[CH:8]=[C:7]([O:9][CH3:10])[CH:6]=[CH:5][C:4]=1[C:11](=[O:23])[CH2:12][C:13]1[CH:22]=[CH:21][C:16]([C:17]([O:19][CH3:20])=[O:18])=[CH:15][CH:14]=1.IC.[C:26](OC(C)(C)C)(C)(C)C.[K]. (2) Given the product [F:1][C:2]1[CH:3]=[N:4][C:5]2[C:10]([C:11]=1[CH2:12][CH2:13][N:14]1[CH2:18][CH2:17][C@@H:16]([C:19]([NH:22][CH2:39][C:37]3[CH:36]=[CH:35][C:32]4[S:33][CH2:34][C:29](=[O:28])[NH:30][C:31]=4[N:38]=3)([CH3:21])[CH3:20])[CH2:15]1)=[N:9][C:8]([O:23][CH3:24])=[CH:7][CH:6]=2, predict the reactants needed to synthesize it. The reactants are: [F:1][C:2]1[CH:3]=[N:4][C:5]2[C:10]([C:11]=1[CH2:12][CH2:13][N:14]1[CH2:18][CH2:17][C@@H:16]([C:19]([NH2:22])([CH3:21])[CH3:20])[CH2:15]1)=[N:9][C:8]([O:23][CH3:24])=[CH:7][CH:6]=2.CCO.[O:28]=[C:29]1[CH2:34][S:33][C:32]2[CH:35]=[CH:36][C:37]([CH:39]=O)=[N:38][C:31]=2[NH:30]1. (3) Given the product [CH2:15]([O:14][C:12]([C:2]1[N:7]=[N:6][C:5]([C:8]([O:10][CH3:11])=[O:9])=[CH:4][CH:3]=1)=[CH2:13])[CH3:16], predict the reactants needed to synthesize it. The reactants are: Cl[C:2]1[N:7]=[N:6][C:5]([C:8]([O:10][CH3:11])=[O:9])=[CH:4][CH:3]=1.[CH2:12]([O:14][CH:15]=[CH:16][Sn])[CH3:13]. (4) Given the product [OH:29][NH:28][C:21]([C:20]1[CH:19]=[CH:18][C:17]([NH:16][C:14]([C:6]2[CH:5]=[CH:4][C:3]3[C:2]([CH3:27])([CH3:1])[CH2:11][CH2:10][C:9]([CH3:13])([CH3:12])[C:8]=3[CH:7]=2)=[O:15])=[CH:26][CH:25]=1)=[O:22], predict the reactants needed to synthesize it. The reactants are: [CH3:1][C:2]1([CH3:27])[CH2:11][CH2:10][C:9]([CH3:13])([CH3:12])[C:8]2[CH:7]=[C:6]([C:14]([NH:16][C:17]3[CH:26]=[CH:25][C:20]([C:21](OC)=[O:22])=[CH:19][CH:18]=3)=[O:15])[CH:5]=[CH:4][C:3]1=2.[NH2:28][OH:29]. (5) Given the product [Cl:1][C:2]1[C:10]2[C:5](=[CH:6][C:7]([S:11]([N:14]3[CH:15]=[CH:16][N:17]([C:20]([CH:22]4[CH2:27][CH2:26][N:25]([C:28]5[CH:29]=[CH:30][C:31](=[O:35])[N:32]([CH3:34])[N:33]=5)[CH2:24][CH2:23]4)=[O:21])[CH2:18][CH2:19]3)(=[O:12])=[O:13])=[CH:8][CH:9]=2)[NH:4][CH:3]=1, predict the reactants needed to synthesize it. The reactants are: [Cl:1][C:2]1[C:10]2[C:5](=[CH:6][C:7]([S:11]([N:14]3[CH2:19][CH2:18][N:17]([C:20]([CH:22]4[CH2:27][CH2:26][N:25]([C:28]5[CH:29]=[CH:30][C:31](=[O:35])[N:32]([CH3:34])[N:33]=5)[CH2:24][CH2:23]4)=[O:21])[CH2:16][CH:15]3O)(=[O:13])=[O:12])=[CH:8][CH:9]=2)[NH:4][CH:3]=1. (6) Given the product [F:1][C:2]1[CH:3]=[CH:4][C:5]([O:23][CH3:24])=[C:6]([C:8]2[CH:13]=[CH:12][N:11]=[C:10]3[NH:14][C:15]([CH:17]4[CH2:18][CH2:19][N:20]([CH2:33][CH2:32][S:34]([NH2:37])(=[O:36])=[O:35])[CH2:21][CH2:22]4)=[CH:16][C:9]=23)[CH:7]=1, predict the reactants needed to synthesize it. The reactants are: [F:1][C:2]1[CH:3]=[CH:4][C:5]([O:23][CH3:24])=[C:6]([C:8]2[CH:13]=[CH:12][N:11]=[C:10]3[NH:14][C:15]([CH:17]4[CH2:22][CH2:21][NH:20][CH2:19][CH2:18]4)=[CH:16][C:9]=23)[CH:7]=1.C(N(CC)CC)C.[CH:32]([S:34]([NH2:37])(=[O:36])=[O:35])=[CH2:33]. (7) Given the product [Br:1][C:2]1[C:11]2[C:6](=[CH:7][CH:8]=[CH:9][CH:10]=2)[C:5]([O:12][CH3:14])=[N:4][CH:3]=1, predict the reactants needed to synthesize it. The reactants are: [Br:1][C:2]1[C:11]2[C:6](=[CH:7][CH:8]=[CH:9][CH:10]=2)[C:5](=[O:12])[NH:4][C:3]=1C.[CH:14](Cl)(Cl)Cl.IC. (8) Given the product [C:11]([C:10]1[C:3]2[C:2]([N:24]3[C@@H:20]4[CH2:39][N:40]([C:42](=[O:43])[CH:32]=[CH2:33])[CH2:41][CH2:18][C@@H:19]4[CH2:26][CH2:25]3)=[N:7][CH:6]=[N:5][C:4]=2[NH:8][CH:9]=1)#[CH:12], predict the reactants needed to synthesize it. The reactants are: Cl[C:2]1[C:3]2[C:10]([C:11]#[C:12][Si](C)(C)C)=[CH:9][NH:8][C:4]=2[N:5]=[CH:6][N:7]=1.Cl[C:18]1[C:19]2[C:26](I)=[CH:25][NH:24][C:20]=2N=CN=1.[Si]([C:32]#[CH:33])(C)(C)C.C1COCC1.[CH3:39][N:40]([CH:42]=[O:43])[CH3:41].